The task is: Predict the product of the given reaction.. This data is from Forward reaction prediction with 1.9M reactions from USPTO patents (1976-2016). (1) Given the reactants ClC1C=CC=CC=1C(N[C@H]1CCC[C@@H]1N[C:13]1[CH:18]=[CH:17][C:16]([C:19]([F:22])([F:21])[F:20])=[CH:15][N:14]=1)=O.Cl.[NH2:28][C@H:29]1[CH2:33][CH2:32][CH2:31][C@@H:30]1[NH:34][C:35](=[O:44])[C:36]1[C:41]([F:42])=[CH:40][CH:39]=[CH:38][C:37]=1[F:43].ClC1C=CC(C(F)(F)F)=CN=1, predict the reaction product. The product is: [F:42][C:41]1[CH:40]=[CH:39][CH:38]=[C:37]([F:43])[C:36]=1[C:35]([NH:34][C@H:30]1[CH2:31][CH2:32][CH2:33][C@@H:29]1[NH:28][C:13]1[CH:18]=[CH:17][C:16]([C:19]([F:22])([F:21])[F:20])=[CH:15][N:14]=1)=[O:44]. (2) Given the reactants Br[C:2]1[C:3]([F:33])=[CH:4][C:5]2[CH:11]3[CH2:12][CH:9]([CH2:10]3)[N:8]3[C:13]([CH:19]([OH:31])[C:20]4[N:24]([CH:25]5[CH2:30][CH2:29][CH2:28][CH2:27][O:26]5)[N:23]=[CH:22][CH:21]=4)=[C:14]([C:16]([NH2:18])=[O:17])[N:15]=[C:7]3[C:6]=2[CH:32]=1.[CH3:34][C:35]([OH:39])([CH3:38])[C:36]#[CH:37].C(NC(C)C)(C)C, predict the reaction product. The product is: [F:33][C:3]1[C:2]([C:37]#[C:36][C:35]([OH:39])([CH3:38])[CH3:34])=[CH:32][C:6]2[C:7]3[N:8]([C:13]([CH:19]([OH:31])[C:20]4[N:24]([CH:25]5[CH2:30][CH2:29][CH2:28][CH2:27][O:26]5)[N:23]=[CH:22][CH:21]=4)=[C:14]([C:16]([NH2:18])=[O:17])[N:15]=3)[CH:9]3[CH2:12][CH:11]([C:5]=2[CH:4]=1)[CH2:10]3. (3) Given the reactants [CH2:1]([O:8][C:9]1[CH:14]=[CH:13][C:12]([Cl:15])=[CH:11][C:10]=1[C:16]1[CH:21]=[C:20](Cl)[N:19]=[C:18]([NH2:23])[N:17]=1)[C:2]1[CH:7]=[CH:6][CH:5]=[CH:4][CH:3]=1.[Cl:24][C:25]1[CH:31]=[CH:30][C:28]([NH2:29])=[CH:27][CH:26]=1, predict the reaction product. The product is: [CH2:1]([O:8][C:9]1[CH:14]=[CH:13][C:12]([Cl:15])=[CH:11][C:10]=1[C:16]1[N:17]=[C:18]([NH2:23])[N:19]=[C:20]([NH:29][C:28]2[CH:30]=[CH:31][C:25]([Cl:24])=[CH:26][CH:27]=2)[CH:21]=1)[C:2]1[CH:7]=[CH:6][CH:5]=[CH:4][CH:3]=1. (4) Given the reactants CCN(S(F)(F)[F:7])CC.[Cl:10][C:11]1[N:16]=[CH:15][N:14]=[C:13]([C:17](O)([CH3:19])[CH3:18])[CH:12]=1, predict the reaction product. The product is: [Cl:10][C:11]1[CH:12]=[C:13]([C:17]([F:7])([CH3:19])[CH3:18])[N:14]=[CH:15][N:16]=1. (5) Given the reactants [CH3:1][O:2][C:3]1[CH:8]=[C:7]([N+:9]([O-:11])=[O:10])[C:6]([O:12]C)=[CH:5][C:4]=1[CH3:14].B(Cl)(Cl)Cl.C(=O)(O)[O-].[Na+], predict the reaction product. The product is: [CH3:1][O:2][C:3]1[C:4]([CH3:14])=[CH:5][C:6]([OH:12])=[C:7]([N+:9]([O-:11])=[O:10])[CH:8]=1. (6) The product is: [Br:1][C:2]1[C:3]([F:9])=[C:4]([NH:5][CH:10]=[O:11])[CH:6]=[CH:7][CH:8]=1. Given the reactants [Br:1][C:2]1[C:3]([F:9])=[C:4]([CH:6]=[CH:7][CH:8]=1)[NH2:5].[CH:10](O)=[O:11], predict the reaction product. (7) Given the reactants [F:1][C:2]([F:7])([F:6])[CH:3]([NH2:5])[CH3:4].C(=O)([O-])[O-].[K+].[K+].[F:14][CH2:15][CH2:16][CH2:17]Br, predict the reaction product. The product is: [F:14][CH2:15][CH2:16][CH2:17][NH:5][CH:3]([CH3:4])[C:2]([F:7])([F:6])[F:1]. (8) Given the reactants [CH3:1]C(C)([O-])C.[K+].[F:7][C:8]1[C:13]([F:14])=[C:12]([O:15][CH2:16][CH2:17][CH3:18])[CH:11]=[CH:10][C:9]=1[C:19]1[CH:24]=[CH:23][C:22]([C:25]2[Se:29][C:28]([CH:30]=O)=[CH:27][CH:26]=2)=[CH:21][CH:20]=1.O.Cl, predict the reaction product. The product is: [F:7][C:8]1[C:13]([F:14])=[C:12]([O:15][CH2:16][CH2:17][CH3:18])[CH:11]=[CH:10][C:9]=1[C:19]1[CH:20]=[CH:21][C:22]([C:25]2[Se:29][C:28]([CH:30]=[CH2:1])=[CH:27][CH:26]=2)=[CH:23][CH:24]=1.